From a dataset of Reaction yield outcomes from USPTO patents with 853,638 reactions. Predict the reaction yield, written as a fraction of the theoretical maximum amount of product (1.0 means a 100% yield; for example, 0.34 means a 34% yield). (1) The reactants are [NH2:1][C:2]1[C:3]([C:12]([OH:14])=[O:13])=[CH:4][C:5]2[O:10][CH2:9][CH2:8][O:7][C:6]=2[CH:11]=1.[F:15][C:16]([F:21])([F:20])[CH2:17][CH:18]=O.C(O)(=O)C.C(O[BH-](OC(=O)C)OC(=O)C)(=O)C.[Na+]. The catalyst is ClCCCl. The product is [F:15][C:16]([F:21])([F:20])[CH2:17][CH2:18][NH:1][C:2]1[C:3]([C:12]([OH:14])=[O:13])=[CH:4][C:5]2[O:10][CH2:9][CH2:8][O:7][C:6]=2[CH:11]=1. The yield is 1.00. (2) The reactants are [NH:1]1[CH2:5][CH2:4][CH2:3][C@H:2]1[C:6]([OH:8])=[O:7].C([O-])(O)=O.[Na+].Cl[C:15]([O:17][CH3:18])=[O:16]. The catalyst is C1COCC1. The product is [CH3:18][O:17][C:15]([N:1]1[CH2:5][CH2:4][CH2:3][C@H:2]1[C:6]([OH:8])=[O:7])=[O:16]. The yield is 0.800. (3) The reactants are [CH3:1][O:2][C:3]1[CH:12]=[C:11]([O:13][CH3:14])[CH:10]=[C:9]2[C:4]=1[C:5](=[O:34])[NH:6][C:7]([C:15]1[CH:20]=[CH:19][C:18]([N:21]3[CH2:26][CH2:25][CH:24]([N:27]([CH:31]([CH3:33])[CH3:32])C(=O)C)[CH2:23][CH2:22]3)=[CH:17][CH:16]=1)=[N:8]2.[OH-].[Na+]. The catalyst is Cl. The product is [CH:31]([NH:27][CH:24]1[CH2:25][CH2:26][N:21]([C:18]2[CH:19]=[CH:20][C:15]([C:7]3[NH:6][C:5](=[O:34])[C:4]4[C:9](=[CH:10][C:11]([O:13][CH3:14])=[CH:12][C:3]=4[O:2][CH3:1])[N:8]=3)=[CH:16][CH:17]=2)[CH2:22][CH2:23]1)([CH3:33])[CH3:32]. The yield is 0.520. (4) The reactants are Cl[C:2]1[N:7]=[C:6]([NH:8][CH2:9][C:10]2[O:11][CH:12]=[CH:13][CH:14]=2)[CH:5]=[N:4][CH:3]=1.[CH3:15][O:16][C:17]1[CH:22]=[C:21](B2OC(C)(C)C(C)(C)O2)[CH:20]=[CH:19][C:18]=1[OH:32]. No catalyst specified. The product is [O:11]1[CH:12]=[CH:13][CH:14]=[C:10]1[CH2:9][NH:8][C:6]1[N:7]=[C:2]([C:21]2[CH:20]=[CH:19][C:18]([OH:32])=[C:17]([O:16][CH3:15])[CH:22]=2)[CH:3]=[N:4][CH:5]=1. The yield is 0.920. (5) The reactants are C(N)(C)C.C([Li])CCC.[C:10]([O:14][C:15]([N:17]1[CH2:22][CH2:21][CH:20]([C:23]#[N:24])[CH2:19][CH2:18]1)=[O:16])([CH3:13])([CH3:12])[CH3:11].[Cl:25][C:26]1[CH:33]=[CH:32][C:29]([CH2:30]Cl)=[CH:28][CH:27]=1. The catalyst is C1COCC1.O. The product is [C:10]([O:14][C:15]([N:17]1[CH2:22][CH2:21][C:20]([CH2:30][C:29]2[CH:32]=[CH:33][C:26]([Cl:25])=[CH:27][CH:28]=2)([C:23]#[N:24])[CH2:19][CH2:18]1)=[O:16])([CH3:13])([CH3:11])[CH3:12]. The yield is 0.830.